From a dataset of Full USPTO retrosynthesis dataset with 1.9M reactions from patents (1976-2016). Predict the reactants needed to synthesize the given product. (1) The reactants are: [C:1]([C:5]1[CH:6]=[C:7]([NH:23][C:24]([NH:26][C:27]2[CH:32]=[CH:31][C:30]([O:33][C:34]3[CH:39]=[C:38](Cl)[N:37]=[CH:36][N:35]=3)=[CH:29][CH:28]=2)=[O:25])[N:8]([C:10]2[CH:15]=[CH:14][C:13]([CH2:16][N:17]3[CH2:22][CH2:21][O:20][CH2:19][CH2:18]3)=[CH:12][CH:11]=2)[N:9]=1)([CH3:4])([CH3:3])[CH3:2].[N-:41]=[N+:42]=[N-:43].[Na+]. Given the product [N:41]([C:38]1[N:37]=[CH:36][N:35]=[C:34]([O:33][C:30]2[CH:31]=[CH:32][C:27]([NH:26][C:24]([NH:23][C:7]3[N:8]([C:10]4[CH:15]=[CH:14][C:13]([CH2:16][N:17]5[CH2:22][CH2:21][O:20][CH2:19][CH2:18]5)=[CH:12][CH:11]=4)[N:9]=[C:5]([C:1]([CH3:4])([CH3:3])[CH3:2])[CH:6]=3)=[O:25])=[CH:28][CH:29]=2)[CH:39]=1)=[N+:42]=[N-:43], predict the reactants needed to synthesize it. (2) Given the product [Cl:1][C:2]1[CH:9]=[CH:8][C:5]([CH:6]=[C:15]([N+:12]([O-:14])=[O:13])[CH3:16])=[CH:4][C:3]=1[O:10][CH3:11], predict the reactants needed to synthesize it. The reactants are: [Cl:1][C:2]1[CH:9]=[CH:8][C:5]([CH:6]=O)=[CH:4][C:3]=1[O:10][CH3:11].[N+:12]([CH2:15][CH3:16])([O-:14])=[O:13].Cl.CNC.[F-].[K+]. (3) Given the product [CH2:39]([N:17]1[C:12](=[O:11])[C:13]([CH:31]([CH2:36][CH2:37][CH3:38])[C:32]([O:34][CH3:35])=[O:33])=[C:14]([C:24]2[CH:25]=[CH:26][C:27]([CH3:30])=[CH:28][CH:29]=2)[N:15]=[C:16]1[N:18]1[CH2:23][CH2:22][CH2:21][CH2:20][CH2:19]1)[C:40]1[CH:45]=[CH:44][CH:43]=[CH:42][CH:41]=1, predict the reactants needed to synthesize it. The reactants are: [Li+].C[Si]([N-][Si](C)(C)C)(C)C.[O:11]=[C:12]1[NH:17][C:16]([N:18]2[CH2:23][CH2:22][CH2:21][CH2:20][CH2:19]2)=[N:15][C:14]([C:24]2[CH:29]=[CH:28][C:27]([CH3:30])=[CH:26][CH:25]=2)=[C:13]1[CH:31]([CH2:36][CH2:37][CH3:38])[C:32]([O:34][CH3:35])=[O:33].[CH2:39](Br)[C:40]1[CH:45]=[CH:44][CH:43]=[CH:42][CH:41]=1.[Cl-].[NH4+]. (4) The reactants are: [OH:1][C:2]1[C:9]([N+:10]([O-:12])=[O:11])=[CH:8][CH:7]=[CH:6][C:3]=1[CH:4]=O.Br[CH:14](C(OC)=O)[C:15]([O:17][CH3:18])=[O:16].C(=O)([O-])[O-].[K+].[K+]. Given the product [N+:10]([C:9]1[C:2]2[O:1][C:14]([C:15]([O:17][CH3:18])=[O:16])=[CH:4][C:3]=2[CH:6]=[CH:7][CH:8]=1)([O-:12])=[O:11], predict the reactants needed to synthesize it. (5) Given the product [O:15]=[C:7]1[NH:8][C:9]2=[N:10][CH:11]=[CH:12][CH:13]=[C:14]2[C:6]21[CH2:5][C:4]1[C:17](=[CH:18][C:19]3[N:20]=[C:38]([CH2:37][N:25]4[C:26]5[C:27]6[N:28]([CH2:29][C:30](=[O:36])[NH:31][C:32]=6[CH:33]=[CH:34][CH:35]=5)[C:24]4=[O:23])[NH:1][C:2]=3[CH:3]=1)[CH2:16]2, predict the reactants needed to synthesize it. The reactants are: [NH2:1][C:2]1[CH:3]=[C:4]2[C:17](=[CH:18][C:19]=1[N+:20]([O-])=O)[CH2:16][C@:6]1([C:14]3[C:9](=[N:10][CH:11]=[CH:12][CH:13]=3)[NH:8][C:7]1=[O:15])[CH2:5]2.[O:23]=[C:24]1[N:28]2[CH2:29][C:30](=[O:36])[NH:31][C:32]3[CH:33]=[CH:34][CH:35]=[C:26]([C:27]=32)[N:25]1[CH2:37][C:38]([O-])=O.[Na+].F[P-](F)(F)(F)(F)F.N1(O[P+](N(C)C)(N(C)C)N(C)C)C2C=CC=CC=2N=N1.C(N(CC)C(C)C)(C)C. (6) Given the product [ClH:26].[CH:1]1[N:5]=[C:4]([CH:6]2[CH2:11][CH2:10][CH2:9][N:8]([C:12]3[N:17]=[C:16]([NH2:18])[C:15]([NH2:19])=[CH:14][CH:13]=3)[CH2:7]2)[N:3]2[CH2:22][CH2:23][CH2:24][C:2]=12, predict the reactants needed to synthesize it. The reactants are: [CH:1]1[N:5]=[C:4]([CH:6]2[CH2:11][CH2:10][CH2:9][N:8]([C:12]3[N:17]=[C:16]([NH2:18])[C:15]([N+:19]([O-])=O)=[CH:14][CH:13]=3)[CH2:7]2)[N:3]2[CH2:22][CH2:23][CH2:24][C:2]=12.O.[Cl-:26].[Ca+2].[Cl-]. (7) Given the product [Cl:32][C:33]1[CH:40]=[CH:39][C:36]([CH2:37][N:12]2[CH:11]=[N:10][C:9]([N:13]3[CH2:14][CH2:15][N:16]([C:19]([O:21][C:22]([CH3:25])([CH3:24])[CH3:23])=[O:20])[CH2:17][CH2:18]3)=[N:8][C:7]2=[O:6])=[CH:35][CH:34]=1, predict the reactants needed to synthesize it. The reactants are: CN(C)C=O.[O:6]=[C:7]1[NH:12][CH:11]=[N:10][C:9]([N:13]2[CH2:18][CH2:17][N:16]([C:19]([O:21][C:22]([CH3:25])([CH3:24])[CH3:23])=[O:20])[CH2:15][CH2:14]2)=[N:8]1.C(=O)([O-])[O-].[K+].[K+].[Cl:32][C:33]1[CH:40]=[CH:39][C:36]([CH2:37]Br)=[CH:35][CH:34]=1. (8) The reactants are: [CH3:1][O:2][C:3]1[CH:4]=[CH:5][C:6]2[C:10]([O:11][C:12]3[CH:17]=[CH:16][C:15](/[CH:18]=[CH:19]/[C:20]([OH:22])=O)=[CH:14][CH:13]=3)=[C:9]([C:23]3[CH:28]=[CH:27][C:26]([O:29][CH3:30])=[CH:25][CH:24]=3)[S:8][C:7]=2[CH:31]=1.[F:32][C:33]([F:38])([F:37])[CH2:34][CH2:35][NH2:36].CN(C(ON1N=NC2C=CC=NC1=2)=[N+](C)C)C.F[P-](F)(F)(F)(F)F.CCN(C(C)C)C(C)C. Given the product [CH3:1][O:2][C:3]1[CH:4]=[CH:5][C:6]2[C:10]([O:11][C:12]3[CH:17]=[CH:16][C:15](/[CH:18]=[CH:19]/[C:20]([NH:36][CH2:35][CH2:34][C:33]([F:38])([F:37])[F:32])=[O:22])=[CH:14][CH:13]=3)=[C:9]([C:23]3[CH:24]=[CH:25][C:26]([O:29][CH3:30])=[CH:27][CH:28]=3)[S:8][C:7]=2[CH:31]=1, predict the reactants needed to synthesize it. (9) Given the product [ClH:18].[Cl:28][C:20]1[C:19]([Cl:18])=[CH:24][CH:23]=[CH:22][C:21]=1[NH:25][C:26]([NH:1][C@H:2]1[CH2:3][CH2:4][C@@H:5]([NH:8][C:9]2[N:14]=[C:13]([N:15]([CH3:17])[CH3:16])[CH:12]=[CH:11][N:10]=2)[CH2:6][CH2:7]1)=[O:27], predict the reactants needed to synthesize it. The reactants are: [NH2:1][C@@H:2]1[CH2:7][CH2:6][C@H:5]([NH:8][C:9]2[N:14]=[C:13]([N:15]([CH3:17])[CH3:16])[CH:12]=[CH:11][N:10]=2)[CH2:4][CH2:3]1.[Cl:18][C:19]1[CH:24]=[CH:23][CH:22]=[C:21]([N:25]=[C:26]=[O:27])[C:20]=1[Cl:28].O.